This data is from Catalyst prediction with 721,799 reactions and 888 catalyst types from USPTO. The task is: Predict which catalyst facilitates the given reaction. (1) The catalyst class is: 3. Product: [F:32][C:33]1[CH:47]=[CH:46][CH:45]=[CH:44][C:34]=1[O:35][C:36]1[CH:37]=[C:38]([CH2:39][NH:40][C:4](=[O:6])[C:3]2[CH:7]=[CH:8][CH:9]=[N:10][C:2]=2[NH2:1])[CH:41]=[CH:42][CH:43]=1. Reactant: [NH2:1][C:2]1[N:10]=[CH:9][CH:8]=[CH:7][C:3]=1[C:4]([OH:6])=O.ON1C2C=CC=CC=2N=N1.CCN=C=NCCCN(C)C.[F:32][C:33]1[CH:47]=[CH:46][CH:45]=[CH:44][C:34]=1[O:35][C:36]1[CH:37]=[C:38]([CH:41]=[CH:42][CH:43]=1)[CH2:39][NH2:40].C(=O)(O)[O-].[Na+]. (2) Reactant: C1CN([P+](ON2N=NC3C=CC=CC2=3)(N2CCCC2)N2CCCC2)CC1.F[P-](F)(F)(F)(F)F.C(N(C(C)C)CC)(C)C.FC(F)(F)C(O)=O.[NH2:50][CH:51]([CH2:62][CH3:63])[C@@H:52]([C:54]1[O:55][C:56]([CH:59]2[CH2:61][CH2:60]2)=[N:57][N:58]=1)[OH:53].[F:64][C:65]([F:83])([CH2:80][CH2:81][CH3:82])[CH2:66][C@H:67]([NH:71][C:72]([N:74]1[CH2:79][CH2:78][O:77][CH2:76][CH2:75]1)=[O:73])[C:68](O)=[O:69]. Product: [CH:59]1([C:56]2[O:55][C:54]([CH:52]([OH:53])[C@@H:51]([NH:50][C:68]([C@@H:67]([NH:71][C:72]([N:74]3[CH2:79][CH2:78][O:77][CH2:76][CH2:75]3)=[O:73])[CH2:66][C:65]([F:83])([F:64])[CH2:80][CH2:81][CH3:82])=[O:69])[CH2:62][CH3:63])=[N:58][N:57]=2)[CH2:61][CH2:60]1. The catalyst class is: 2. (3) Reactant: [O:1]([CH2:8][CH2:9][NH:10][C:11]1[N:12]=[CH:13][C:14](/[CH:17]=[CH:18]/[C:19]([O:21]C)=[O:20])=[N:15][CH:16]=1)[C:2]1[CH:7]=[CH:6][CH:5]=[CH:4][CH:3]=1.[OH-].[Na+].CO. The catalyst class is: 1. Product: [O:1]([CH2:8][CH2:9][NH:10][C:11]1[N:12]=[CH:13][C:14](/[CH:17]=[CH:18]/[C:19]([OH:21])=[O:20])=[N:15][CH:16]=1)[C:2]1[CH:7]=[CH:6][CH:5]=[CH:4][CH:3]=1. (4) Reactant: IC1C=C(C=CC=1)CN1CCCC1.[CH3:14][C:15]1[CH:20]=[CH:19][N:18]=[C:17]([NH:21][C:22]2[CH:27]=[CH:26][CH:25]=[C:24]([C:28]3[O:32][C:31]([C:33]4[CH:38]=[CH:37][CH:36]=[C:35]([CH2:39][N:40]5[CH2:45][CH2:44][O:43][CH2:42][CH2:41]5)[CH:34]=4)=[N:30][CH:29]=3)[N:23]=2)[CH:16]=1.[ClH:46].CC1C=CN=C(NC2C=CC=C(C3OC(C4C=CC=C(CN5CCCC5)C=4)=NC=3)N=2)C=1.CC1C=CN=C(NC2C=CC=C(C3OC=NC=3)N=2)C=1.[I:97][C:98]1[CH:99]=[C:100]([CH:108]=[CH:109][CH:110]=1)[CH2:101][N:102]1[CH2:107][CH2:106][O:105][CH2:104][CH2:103]1.O(C(C)(C)C)[Li]. Product: [I:97][C:98]1[CH:99]=[C:100]([CH:108]=[CH:109][CH:110]=1)[CH2:101][N:102]1[CH2:103][CH2:104][O:105][CH2:106][CH2:107]1.[ClH:46].[ClH:46].[CH3:14][C:15]1[CH:20]=[CH:19][N:18]=[C:17]([NH:21][C:22]2[CH:27]=[CH:26][CH:25]=[C:24]([C:28]3[O:32][C:31]([C:33]4[CH:38]=[CH:37][CH:36]=[C:35]([CH2:39][N:40]5[CH2:45][CH2:44][O:43][CH2:42][CH2:41]5)[CH:34]=4)=[N:30][CH:29]=3)[N:23]=2)[CH:16]=1. The catalyst class is: 203.